Dataset: Reaction yield outcomes from USPTO patents with 853,638 reactions. Task: Predict the reaction yield, written as a fraction of the theoretical maximum amount of product (1.0 means a 100% yield; for example, 0.34 means a 34% yield). (1) The product is [Cl:19][C:9]([C:8]1[CH:12]=[C:13]([CH3:14])[C:5]([O:4][C:1](=[O:3])[CH3:2])=[C:6]([CH3:15])[CH:7]=1)=[O:10]. The yield is 1.00. The catalyst is ClCCl.CN(C=O)C. The reactants are [C:1]([O:4][C:5]1[C:13]([CH3:14])=[CH:12][C:8]([C:9](O)=[O:10])=[CH:7][C:6]=1[CH3:15])(=[O:3])[CH3:2].C(Cl)(=O)C([Cl:19])=O. (2) The catalyst is C(O)(C(F)(F)F)=O. The product is [Br:1][C:2]1[CH:3]=[C:4]([S:12]([NH2:15])(=[O:14])=[O:13])[C:5]2[N:6]([CH:8]=[C:9]([CH3:11])[N:10]=2)[CH:7]=1. The reactants are [Br:1][C:2]1[CH:3]=[C:4]([S:12]([NH:15]C(C)(C)C)(=[O:14])=[O:13])[C:5]2[N:6]([CH:8]=[C:9]([CH3:11])[N:10]=2)[CH:7]=1. The yield is 0.540. (3) The reactants are [C:9](O[C:9]([O:11][C:12]([CH3:15])([CH3:14])[CH3:13])=[O:10])([O:11][C:12]([CH3:15])([CH3:14])[CH3:13])=[O:10].C[O:17][C:18](=[O:38])[CH2:19][CH2:20][NH:21][CH:22]1[CH2:27][CH2:26][N:25]([C:28]([O:30][CH2:31][C:32]2[CH:37]=[CH:36][CH:35]=[CH:34][CH:33]=2)=[O:29])[CH2:24][CH2:23]1. The catalyst is C(O)C. The product is [CH2:31]([O:30][C:28]([N:25]1[CH2:26][CH2:27][CH:22]([N:21]([C:9]([O:11][C:12]([CH3:13])([CH3:14])[CH3:15])=[O:10])[CH2:20][CH2:19][C:18]([OH:38])=[O:17])[CH2:23][CH2:24]1)=[O:29])[C:32]1[CH:37]=[CH:36][CH:35]=[CH:34][CH:33]=1. The yield is 0.580. (4) The reactants are ClC1C=CC=C(C(OO)=[O:9])C=1.C1(C)C=CC=CC=1.[CH3:19][C:20]1[C:25]([CH3:26])=[CH:24][C:23]([CH3:27])=[C:22]([CH2:28][C:29]([CH3:31])=[CH2:30])[C:21]=1[OH:32].O. The catalyst is C(OCC)(=O)C. The product is [CH3:30][C:29]1([CH2:31][OH:9])[CH2:28][C:22]2[C:23]([CH3:27])=[CH:24][C:25]([CH3:26])=[C:20]([CH3:19])[C:21]=2[O:32]1. The yield is 0.390. (5) The reactants are [C:1]([O:5][C:6](=[O:14])[C:7]1[CH:12]=[CH:11][C:10]([NH2:13])=[CH:9][CH:8]=1)([CH3:4])([CH3:3])[CH3:2].[CH:15]([Si:18]([CH:29]([CH3:31])[CH3:30])([CH:26]([CH3:28])[CH3:27])[C:19]1[O:20][C:21]([CH:24]=O)=[CH:22][N:23]=1)([CH3:17])[CH3:16].[BH-](OC(C)=O)(OC(C)=O)OC(C)=O.[Na+]. The catalyst is C(O)(=O)C.ClC(Cl)C. The product is [C:1]([O:5][C:6](=[O:14])[C:7]1[CH:8]=[CH:9][C:10]([NH:13][CH2:24][C:21]2[O:20][C:19]([Si:18]([CH:15]([CH3:17])[CH3:16])([CH:29]([CH3:31])[CH3:30])[CH:26]([CH3:28])[CH3:27])=[N:23][CH:22]=2)=[CH:11][CH:12]=1)([CH3:4])([CH3:2])[CH3:3]. The yield is 0.690. (6) The reactants are [CH:1]1[CH:6]=[CH:5][C:4]([CH2:7][O:8][C:9](Cl)=[O:10])=[CH:3][CH:2]=1.Cl.[F:13][C:14]1([F:21])[CH:19]([OH:20])[CH2:18][CH2:17][NH:16][CH2:15]1. The product is [F:13][C:14]1([F:21])[CH:19]([OH:20])[CH2:18][CH2:17][N:16]([C:9]([O:8][CH2:7][C:4]2[CH:5]=[CH:6][CH:1]=[CH:2][CH:3]=2)=[O:10])[CH2:15]1. The catalyst is ClCCl. The yield is 0.990. (7) The reactants are [Cl:1][C:2]1[CH:12]=[C:11]([CH2:13][C:14]#[N:15])[CH:10]=[CH:9][C:3]=1[C:4]([O:6][CH2:7][CH3:8])=[O:5].N.[H][H]. The catalyst is [Ni].CO. The product is [NH2:15][CH2:14][CH2:13][C:11]1[CH:10]=[CH:9][C:3]([C:4]([O:6][CH2:7][CH3:8])=[O:5])=[C:2]([Cl:1])[CH:12]=1. The yield is 0.770.